Dataset: NCI-60 drug combinations with 297,098 pairs across 59 cell lines. Task: Regression. Given two drug SMILES strings and cell line genomic features, predict the synergy score measuring deviation from expected non-interaction effect. (1) Drug 1: C1=C(C(=O)NC(=O)N1)F. Drug 2: COC1=NC(=NC2=C1N=CN2C3C(C(C(O3)CO)O)O)N. Cell line: SF-539. Synergy scores: CSS=28.1, Synergy_ZIP=0.616, Synergy_Bliss=0.543, Synergy_Loewe=-7.20, Synergy_HSA=1.09. (2) Drug 1: CC1=C2C(C(=O)C3(C(CC4C(C3C(C(C2(C)C)(CC1OC(=O)C(C(C5=CC=CC=C5)NC(=O)OC(C)(C)C)O)O)OC(=O)C6=CC=CC=C6)(CO4)OC(=O)C)O)C)O. Drug 2: CC1C(C(CC(O1)OC2CC(CC3=C2C(=C4C(=C3O)C(=O)C5=C(C4=O)C(=CC=C5)OC)O)(C(=O)CO)O)N)O.Cl. Cell line: NCI/ADR-RES. Synergy scores: CSS=6.69, Synergy_ZIP=-2.49, Synergy_Bliss=-0.738, Synergy_Loewe=1.08, Synergy_HSA=-0.372. (3) Drug 1: CCC(=C(C1=CC=CC=C1)C2=CC=C(C=C2)OCCN(C)C)C3=CC=CC=C3.C(C(=O)O)C(CC(=O)O)(C(=O)O)O. Drug 2: C1C(C(OC1N2C=NC3=C2NC=NCC3O)CO)O. Cell line: KM12. Synergy scores: CSS=-6.03, Synergy_ZIP=2.81, Synergy_Bliss=0.706, Synergy_Loewe=-2.01, Synergy_HSA=-4.61. (4) Drug 1: CC1=C2C(C(=O)C3(C(CC4C(C3C(C(C2(C)C)(CC1OC(=O)C(C(C5=CC=CC=C5)NC(=O)OC(C)(C)C)O)O)OC(=O)C6=CC=CC=C6)(CO4)OC(=O)C)OC)C)OC. Drug 2: C1CN(P(=O)(OC1)NCCCl)CCCl. Cell line: SF-268. Synergy scores: CSS=33.3, Synergy_ZIP=1.22, Synergy_Bliss=-2.02, Synergy_Loewe=-33.2, Synergy_HSA=-2.83. (5) Drug 1: CN1C(=O)N2C=NC(=C2N=N1)C(=O)N. Drug 2: CC1=C2C(C(=O)C3(C(CC4C(C3C(C(C2(C)C)(CC1OC(=O)C(C(C5=CC=CC=C5)NC(=O)OC(C)(C)C)O)O)OC(=O)C6=CC=CC=C6)(CO4)OC(=O)C)O)C)O. Cell line: HL-60(TB). Synergy scores: CSS=9.50, Synergy_ZIP=-3.78, Synergy_Bliss=-5.74, Synergy_Loewe=-5.99, Synergy_HSA=-8.47. (6) Drug 1: CC(CN1CC(=O)NC(=O)C1)N2CC(=O)NC(=O)C2. Drug 2: CN(C(=O)NC(C=O)C(C(C(CO)O)O)O)N=O. Cell line: HCT116. Synergy scores: CSS=23.3, Synergy_ZIP=-6.72, Synergy_Bliss=-7.00, Synergy_Loewe=-10.4, Synergy_HSA=-5.51. (7) Drug 1: CC1=CC2C(CCC3(C2CCC3(C(=O)C)OC(=O)C)C)C4(C1=CC(=O)CC4)C. Drug 2: CCCCC(=O)OCC(=O)C1(CC(C2=C(C1)C(=C3C(=C2O)C(=O)C4=C(C3=O)C=CC=C4OC)O)OC5CC(C(C(O5)C)O)NC(=O)C(F)(F)F)O. Cell line: HOP-92. Synergy scores: CSS=-6.64, Synergy_ZIP=2.22, Synergy_Bliss=-3.13, Synergy_Loewe=-13.3, Synergy_HSA=-11.5.